From a dataset of Experimentally validated miRNA-target interactions with 360,000+ pairs, plus equal number of negative samples. Binary Classification. Given a miRNA mature sequence and a target amino acid sequence, predict their likelihood of interaction. (1) The miRNA is mmu-miR-184-3p with sequence UGGACGGAGAACUGAUAAGGGU. The protein sequence of the target gene is MVLAELYVSDREGSDATGDGTKEKPFKTGLKALMTVGKEPFPTIYVDSQKENERWNVISKSQLKNIKKMWHREQMKSESREKKEAEDSLRREKNLEEAKKITIKNDPSLPEPKCVKIGALEGYRGQRVKVFGWVHRLRRQGKNLMFLVLRDGTGYLQCVLADELCQCYNGVLLSTESSVAVYGMLNLTPKGKQAPGGHELSCDFWELIGLAPAGGADNLINEESDVDVQLNNRHMMIRGENMSKILKARSMVTRCFRDHFFDRGYYEVTPPTLVQTQVEGGATLFKLDYFGEEAFLTQSS.... Result: 0 (no interaction). (2) The miRNA is hsa-miR-449a with sequence UGGCAGUGUAUUGUUAGCUGGU. The protein sequence of the target gene is MASFTVKAYLLGKEEATREIRRFSFCFSPEPEAEAQAAAGPGPCERLLSRVAVLFPTLRPGGFQAHYRDEDGDLVAFSSDEELTMAMSYVKDDIFRIYIKEKKECRREHRPPCAQEAPRNMVHPNVICDGCNGPVVGTRYKCSVCPDYDLCSVCEGKGLHREHSKLIFPNPFGHLSDSFSHSRWLRKLKHGHFGWPGWEMGPPGNWSPRPPRAGDGRPCPTAESASAPPEDPNVNFLKNVGESVAAALSPLGIEVDIDVEHGGKRSRLTPTTPESSSTGTEDKSNTQPSSCSSEVSKPDG.... Result: 0 (no interaction). (3) The miRNA is mmu-miR-1198-5p with sequence UAUGUGUUCCUGGCUGGCUUGG. The protein sequence of the target gene is MTKEMTENQRLCPHEQEDADCSSESVKFDARSMTASLPHSTKNGPSLQEKLKSFKAALIALYLLVFAVLIPVVGIVTAQLLNWEMKNCLVCSLNTSDTSQGPMEKENTSKVEMRFTIIMEHMKDMEERIESISNSKADLIDTERFQNFSMATDQRLNDILLQLNSLISSVQEHGNSLDAISKSLQSLNMTLLDVQLHTETLNVRVRESTAKQQEDISKLEERVYKVSAEVQSVKEEQAHVEQEVKQEVRVLNNITNDLRLKDWEHSQTLKNITFIQGPPGPQGEKGDRGLTGQTGPPGAP.... Result: 0 (no interaction). (4) The miRNA is hsa-miR-4507 with sequence CUGGGUUGGGCUGGGCUGGG. The protein sequence of the target gene is MEWGSESAAVRRHRVGVERREGAAAAPPPEREARAQEPLVDGCSGGGRTRKRSPGGSGGASRGAGTGLSEVRAALGLALYLIALRTLVQLSLQQLVLRGAAGHRGEFDALQARDYLEHITSIGPRTTGSPENEILTVHYLLEQIKLIEVQSNSLHKISVDVQRPTGSFSIDFLGGFTSYYDNITNVVVKLEPRDGAQHAVLANCHFDSVANSPGASDDAVSCSVMLEVLRVLSTSSEALHHAVIFLFNGAEENVLQASHGFITQHPWASLIRAFINLEAAGVGGKELVFQTGPENPWLVQ.... Result: 0 (no interaction). (5) The miRNA is hsa-miR-1910-5p with sequence CCAGUCCUGUGCCUGCCGCCU. The protein sequence of the target gene is MDEKVFTKELDQWIEQLNECKQLSESQVKSLCEKAKEILTKESNVQEVRCPVTVCGDVHGQFHDLMELFRIGGKSPDTNYLFMGDYVDRGYYSVETVTLLVALKVRYRERITILRGNHESRQITQVYGFYDECLRKYGNANVWKYFTDLFDYLPLTALVDGQIFCLHGGLSPSIDTLDHIRALDRLQEVPHEGPMCDLLWSDPDDRGGWGISPRGAGYTFGQDISETFNHANGLTLVSRAHQLVMEGYNWCHDRNVVTIFSAPNYCYRCGNQAAIMELDDTLKYSFLQFDPAPRRGEPHV.... Result: 0 (no interaction).